This data is from Full USPTO retrosynthesis dataset with 1.9M reactions from patents (1976-2016). The task is: Predict the reactants needed to synthesize the given product. (1) Given the product [CH3:10][O:9][C:7]1[CH:6]=[C:5]([CH:11]([CH3:18])[C:12]#[N:13])[CH:4]=[C:3]([O:2][CH3:1])[CH:8]=1, predict the reactants needed to synthesize it. The reactants are: [CH3:1][O:2][C:3]1[CH:4]=[C:5]([CH2:11][C:12]#[N:13])[CH:6]=[C:7]([O:9][CH3:10])[CH:8]=1.IC.[H-].[Na+].[CH3:18]CCCCC. (2) The reactants are: [CH3:1][O:2][C:3]1[N:10]=[C:9]([CH3:11])[CH:8]=[C:7]([CH3:12])[C:4]=1[C:5]#[N:6].[Li+].C[Si]([N-][Si](C)(C)C)(C)C.[CH:23]([CH:25]1[CH2:27][O:26]1)=[CH2:24]. Given the product [OH:26][CH:25]([CH:23]=[CH2:24])[CH2:27][CH2:12][C:7]1[C:4]([C:5]#[N:6])=[C:3]([O:2][CH3:1])[N:10]=[C:9]([CH3:11])[CH:8]=1, predict the reactants needed to synthesize it. (3) Given the product [Cl:21][C:22]1[CH:23]=[C:24]([C:28]2[N:36]3[C:31]([CH:32]=[N:33][C:34]([N:5]4[C:18]5[CH:13]=[CH:12][N:6]=[CH:7][C:8]=5[N:9]=[CH:4]4)=[N:35]3)=[CH:30][CH:29]=2)[CH:25]=[CH:26][CH:27]=1, predict the reactants needed to synthesize it. The reactants are: CS([C:4]1[N:9]=[CH:8][C:7]2=CC=[C:12]([C:13]3[CH:18]=CC=CC=3OC)[N:6]2[N:5]=1)=O.[Cl:21][C:22]1[CH:23]=[C:24]([C:28]2[N:36]3[C:31]([CH:32]=[N:33][C:34](S(C)=O)=[N:35]3)=[CH:30][CH:29]=2)[CH:25]=[CH:26][CH:27]=1. (4) Given the product [C:13]1([CH:11]([N:9]2[CH:8]3[C:6](=[O:7])[N:5]([CH2:23][CH2:24][C:13]4[CH:22]=[CH:17][CH:16]=[CH:15][CH:14]=4)[CH2:1][CH2:2][CH:3]3[CH2:4][CH2:10]2)[CH3:12])[C:22]2[C:17](=[CH:18][CH:19]=[CH:20][CH:21]=2)[CH:16]=[CH:15][CH:14]=1, predict the reactants needed to synthesize it. The reactants are: [CH2:1]([N:5]([CH2:23][CH2:24]C1C=CC=CC=1)[C:6]([CH:8]1[CH2:10][N:9]1[CH:11]([C:13]1[C:22]2[C:17](=[CH:18][CH:19]=[CH:20][CH:21]=2)[CH:16]=[CH:15][CH:14]=1)[CH3:12])=[O:7])[CH2:2][CH:3]=[CH2:4]. (5) Given the product [CH3:35][C:34]([NH:39][C:28]([C:11]1[C:10]([OH:32])=[C:9]([C:7]([NH:6][CH2:5][C:4]([OH:3])=[O:33])=[O:8])[C:14](=[O:15])[N:13]([CH2:16][C:17]2[CH:22]=[CH:21][CH:20]=[CH:19][C:18]=2[C:23]([F:25])([F:24])[F:26])[C:12]=1[OH:27])=[O:29])([CH3:36])[CH2:37][CH3:38], predict the reactants needed to synthesize it. The reactants are: C([O:3][C:4](=[O:33])[CH2:5][NH:6][C:7]([C:9]1[C:14](=[O:15])[N:13]([CH2:16][C:17]2[CH:22]=[CH:21][CH:20]=[CH:19][C:18]=2[C:23]([F:26])([F:25])[F:24])[C:12]([OH:27])=[C:11]([C:28](OC)=[O:29])[C:10]=1[OH:32])=[O:8])C.[C:34]([NH2:39])([CH2:37][CH3:38])([CH3:36])[CH3:35]. (6) Given the product [Cl:8][C:9]1[C:10]([N:15]2[CH:19]([C:20]([O:6][CH2:1][CH2:2][CH2:3][CH2:4][CH3:5])=[O:21])[CH2:18][C:17](=[O:24])[NH:16]2)=[N:11][CH:12]=[CH:13][CH:14]=1, predict the reactants needed to synthesize it. The reactants are: [CH2:1]([OH:6])[CH2:2][CH2:3][CH2:4][CH3:5].[Na].[Cl:8][C:9]1[C:10]([NH:15][NH2:16])=[N:11][CH:12]=[CH:13][CH:14]=1.[C:17](OC)(=[O:24])/[CH:18]=[CH:19]\[C:20](OC)=[O:21].C(O)(=O)C.